From a dataset of Catalyst prediction with 721,799 reactions and 888 catalyst types from USPTO. Predict which catalyst facilitates the given reaction. Reactant: [F:1][C:2]1[CH:3]=[C:4]2[C:14](=[CH:15][CH:16]=1)[C:7]([CH2:8][C@@H:9]([C:11](O)=[O:12])[NH2:10])=[CH:6][NH:5]2.[H-].[Al+3].[Li+].[H-].[H-].[H-].O.[OH-].[Na+]. Product: [NH2:10][CH:9]([CH2:8][C:7]1[C:14]2[C:4](=[CH:3][C:2]([F:1])=[CH:16][CH:15]=2)[NH:5][CH:6]=1)[CH2:11][OH:12]. The catalyst class is: 1.